Dataset: Peptide-MHC class II binding affinity with 134,281 pairs from IEDB. Task: Regression. Given a peptide amino acid sequence and an MHC pseudo amino acid sequence, predict their binding affinity value. This is MHC class II binding data. (1) The peptide sequence is NLCFYSEDSPTEFTS. The MHC is DRB1_0101 with pseudo-sequence DRB1_0101. The binding affinity (normalized) is 0.634. (2) The peptide sequence is RETQISKTNTQTYR. The MHC is DRB3_0101 with pseudo-sequence DRB3_0101. The binding affinity (normalized) is 0.179. (3) The peptide sequence is GVTVIKNNMINNDLGP. The MHC is DRB1_0404 with pseudo-sequence DRB1_0404. The binding affinity (normalized) is 0.520. (4) The peptide sequence is ALPTVEVVAAAADEV. The MHC is DRB1_0401 with pseudo-sequence DRB1_0401. The binding affinity (normalized) is 0.402. (5) The peptide sequence is VRVPVPQLQPQNPSQQQPQ. The MHC is HLA-DQA10501-DQB10301 with pseudo-sequence HLA-DQA10501-DQB10301. The binding affinity (normalized) is 0.325. (6) The binding affinity (normalized) is 0.244. The peptide sequence is ILPNTLVLDFCDDAL. The MHC is DRB5_0101 with pseudo-sequence DRB5_0101. (7) The MHC is DRB1_0901 with pseudo-sequence DRB1_0901. The peptide sequence is TCEICALKPKIIYCN. The binding affinity (normalized) is 0.545. (8) The peptide sequence is FLQRSVSTVCSRISR. The MHC is HLA-DQA10501-DQB10302 with pseudo-sequence HLA-DQA10501-DQB10302. The binding affinity (normalized) is 0.383. (9) The MHC is HLA-DQA10501-DQB10301 with pseudo-sequence HLA-DQA10501-DQB10301. The binding affinity (normalized) is 0.105. The peptide sequence is DSDAASPRTEPRAPWIEQ. (10) The peptide sequence is HPDYAILAARIAVSN. The MHC is DRB1_1201 with pseudo-sequence DRB1_1201. The binding affinity (normalized) is 0.551.